Dataset: TCR-epitope binding with 47,182 pairs between 192 epitopes and 23,139 TCRs. Task: Binary Classification. Given a T-cell receptor sequence (or CDR3 region) and an epitope sequence, predict whether binding occurs between them. The epitope is KLWAQCVQL. The TCR CDR3 sequence is CASRPGTGSYNEQFF. Result: 1 (the TCR binds to the epitope).